This data is from Forward reaction prediction with 1.9M reactions from USPTO patents (1976-2016). The task is: Predict the product of the given reaction. Given the reactants N1CC[CH2:4][CH2:3][CH2:2]1.[C:7]([NH:24][CH2:25][C:26]([OH:28])=[O:27])([O:9][CH2:10][CH:11]1[C:23]2[C:18](=[CH:19][CH:20]=[CH:21][CH:22]=2)[C:17]2[C:12]1=[CH:13][CH:14]=[CH:15][CH:16]=2)=[O:8].CN(C(ON1N=NC2C=CC=NC1=2)=[N+](C)C)C.F[P-](F)(F)(F)(F)F.[CH3:53][C:54]1[CH:59]=[C:58]([CH3:60])[N:57]=[C:56](C)[CH:55]=1, predict the reaction product. The product is: [NH:24]([C:7]([O:9][CH2:10][CH:11]1[C:12]2[C:17](=[CH:16][CH:15]=[CH:14][CH:13]=2)[C:18]2[C:23]1=[CH:22][CH:21]=[CH:20][CH:19]=2)=[O:8])[CH2:25][C:26]([OH:28])=[O:27].[CH2:56]1[C:55]2[C:54](=[CH:53][CH:2]=[CH:3][CH:4]=2)[CH2:59][CH:58]([CH2:60][C:7]([OH:9])=[O:8])[NH:57]1.